Dataset: Full USPTO retrosynthesis dataset with 1.9M reactions from patents (1976-2016). Task: Predict the reactants needed to synthesize the given product. (1) Given the product [N+:1]([C:4]1[CH:5]=[CH:6][CH:7]=[C:8]2[C:12]=1[NH:11][C:10]([C:13]1[S:15][CH:17]=[CH:18][N:14]=1)=[CH:9]2)([O-:3])=[O:2], predict the reactants needed to synthesize it. The reactants are: [N+:1]([C:4]1[CH:5]=[CH:6][CH:7]=[C:8]2[C:12]=1[NH:11][C:10]([C:13](=[S:15])[NH2:14])=[CH:9]2)([O-:3])=[O:2].Br[CH2:17][CH:18](OCC)OCC.C(O)C.CN(C)C(=O)C. (2) Given the product [ClH:12].[CH:14]1([N:18]2[CH2:23][CH2:22][N:21]([C:24]([CH:26]3[CH2:31][CH2:30][N:29]([C:2]4[CH:7]=[N:6][C:5]([C:8]([F:11])([F:10])[F:9])=[CH:4][CH:3]=4)[CH2:28][CH2:27]3)=[O:25])[CH2:20][CH2:19]2)[CH2:17][CH2:16][CH2:15]1, predict the reactants needed to synthesize it. The reactants are: Br[C:2]1[CH:3]=[CH:4][C:5]([C:8]([F:11])([F:10])[F:9])=[N:6][CH:7]=1.[ClH:12].Cl.[CH:14]1([N:18]2[CH2:23][CH2:22][N:21]([C:24]([CH:26]3[CH2:31][CH2:30][NH:29][CH2:28][CH2:27]3)=[O:25])[CH2:20][CH2:19]2)[CH2:17][CH2:16][CH2:15]1. (3) Given the product [F:1][C:2]1[CH:12]=[C:11]([C:13]2[CH:18]=[N:17][C:16]([O:19][CH2:20][CH:21]3[CH2:22][CH2:23][N:24]([CH2:27][C:28]4([C:32]([F:34])([F:35])[F:33])[CH2:31][CH2:30][CH2:29]4)[CH2:25][CH2:26]3)=[CH:15][N:14]=2)[CH:10]=[CH:9][C:3]=1[C:4]([OH:6])=[O:5], predict the reactants needed to synthesize it. The reactants are: [F:1][C:2]1[CH:12]=[C:11]([C:13]2[CH:18]=[N:17][C:16]([O:19][CH2:20][CH:21]3[CH2:26][CH2:25][N:24]([CH2:27][C:28]4([C:32]([F:35])([F:34])[F:33])[CH2:31][CH2:30][CH2:29]4)[CH2:23][CH2:22]3)=[CH:15][N:14]=2)[CH:10]=[CH:9][C:3]=1[C:4]([O:6]CC)=[O:5].O[Li].O. (4) Given the product [CH3:27][C:28]([CH3:42])([CH3:41])[CH2:29][O:30][C:31]1[C:38]([O:39][CH3:40])=[CH:37][CH:36]=[CH:35][C:32]=1/[CH:33]=[CH:57]/[C:50]1[N:51]=[C:52]2[N:56]([C:49]=1[C:47]([O:46][CH2:44][CH3:45])=[O:48])[CH:55]=[CH:54][S:53]2, predict the reactants needed to synthesize it. The reactants are: C1(COC2C(OC)=CC=CC=2/C=C/C2N=C3N(C=2C(O)=O)C=CS3)CC1.[CH3:27][C:28]([CH3:42])([CH3:41])[CH2:29][O:30][C:31]1[C:38]([O:39][CH3:40])=[CH:37][CH:36]=[CH:35][C:32]=1[CH:33]=O.[Br-].[CH2:44]([O:46][C:47]([C:49]1[N:56]2[C:52]([S:53][CH:54]=[CH:55]2)=[N:51][C:50]=1[CH2:57][P+](C1C=CC=CC=1)(C1C=CC=CC=1)C1C=CC=CC=1)=[O:48])[CH3:45].[H-].[Na+]. (5) Given the product [C:1]([O:12][CH2:11][C:10](=[C:7]([CH3:9])[CH3:8])[CH2:13][CH:14]=[C:15]([CH3:17])[CH3:16])(=[O:5])[CH2:2][CH2:3][CH3:4], predict the reactants needed to synthesize it. The reactants are: [C:1](Cl)(=[O:5])[CH2:2][CH2:3][CH3:4].[C:7](=[C:10]([CH2:13][CH:14]=[C:15]([CH3:17])[CH3:16])[CH2:11][OH:12])([CH3:9])[CH3:8].N1C=CC=CC=1.C(=O)(O)[O-].[Na+]. (6) The reactants are: [C:1]([N:5]1[CH2:10][CH2:9][N:8]([CH2:11][C:12]2[N:13]([CH3:28])[C:14]3[C:19]([N:20]=2)=[C:18]([N:21]2[CH2:26][CH2:25][O:24][CH2:23][CH2:22]2)[N:17]=[C:16](Cl)[N:15]=3)[CH2:7][CH2:6]1)([CH3:4])([CH3:3])[CH3:2].[CH2:29]([C:31]1[NH:35][C:34]2[CH:36]=[CH:37][CH:38]=[CH:39][C:33]=2[N:32]=1)[CH3:30]. Given the product [C:1]([N:5]1[CH2:10][CH2:9][N:8]([CH2:11][C:12]2[N:13]([CH3:28])[C:14]3[C:19]([N:20]=2)=[C:18]([N:21]2[CH2:26][CH2:25][O:24][CH2:23][CH2:22]2)[N:17]=[C:16]([N:32]2[C:33]4[CH:39]=[CH:38][CH:37]=[CH:36][C:34]=4[N:35]=[C:31]2[CH2:29][CH3:30])[N:15]=3)[CH2:7][CH2:6]1)([CH3:4])([CH3:3])[CH3:2], predict the reactants needed to synthesize it. (7) Given the product [CH3:27][O:28][CH2:29][C:30]([O:26][CH:23]([C:5]1[C:6]2[N:7]3[CH2:14][CH2:13][CH2:12][N:11]([C:15]4[CH:20]=[CH:19][C:18]([Cl:21])=[CH:17][C:16]=4[Cl:22])[C:8]3=[N:9][C:10]=2[C:2]([Cl:1])=[CH:3][CH:4]=1)[CH2:24][CH3:25])=[O:31], predict the reactants needed to synthesize it. The reactants are: [Cl:1][C:2]1[C:10]2[N:9]=[C:8]3[N:11]([C:15]4[CH:20]=[CH:19][C:18]([Cl:21])=[CH:17][C:16]=4[Cl:22])[CH2:12][CH2:13][CH2:14][N:7]3[C:6]=2[C:5]([CH:23]([OH:26])[CH2:24][CH3:25])=[CH:4][CH:3]=1.[CH3:27][O:28][CH2:29][C:30](O)=[O:31].C(N(CC)CC)C.Cl.C(N=C=NCCCN(C)C)C. (8) Given the product [Cl:1][C:2]1[C:3]([O:11][CH2:12][C:13]2[CH:18]=[CH:17][CH:16]=[C:15]([C:19]3[CH:28]=[CH:27][C:22]4[O:23][CH2:24][CH2:25][O:26][C:21]=4[CH:20]=3)[C:14]=2[CH3:29])=[CH:4][C:5]([O:10][CH2:37][C:38]2[CH:39]=[N:40][CH:41]=[C:42]([CH:45]=2)[C:43]#[N:44])=[C:6]([CH:7]=[O:8])[CH:9]=1, predict the reactants needed to synthesize it. The reactants are: [Cl:1][C:2]1[C:3]([O:11][CH2:12][C:13]2[CH:18]=[CH:17][CH:16]=[C:15]([C:19]3[CH:28]=[CH:27][C:22]4[O:23][CH2:24][CH2:25][O:26][C:21]=4[CH:20]=3)[C:14]=2[CH3:29])=[CH:4][C:5]([OH:10])=[C:6]([CH:9]=1)[CH:7]=[O:8].C(=O)([O-])[O-].[Cs+].[Cs+].Cl[CH2:37][C:38]1[CH:39]=[N:40][CH:41]=[C:42]([CH:45]=1)[C:43]#[N:44]. (9) Given the product [ClH:18].[NH2:8][C@@H:7]1[C@H:3]([CH2:1][CH3:2])[CH2:4][C@H:5]([NH:11][S:12]([CH:15]2[CH2:17][CH2:16]2)(=[O:14])=[O:13])[CH2:6]1, predict the reactants needed to synthesize it. The reactants are: [CH2:1]([C@H:3]1[C@@H:7]([N:8]=C=O)[CH2:6][C@@H:5]([NH:11][S:12]([CH:15]2[CH2:17][CH2:16]2)(=[O:14])=[O:13])[CH2:4]1)[CH3:2].[ClH:18].CCOCC.CCOC(C)=O.